From a dataset of Full USPTO retrosynthesis dataset with 1.9M reactions from patents (1976-2016). Predict the reactants needed to synthesize the given product. The reactants are: [S:1]([Cl:5])(Cl)(=[O:3])=[O:2].[CH3:6][C:7]1[S:11][C:10]2[CH:12]=[CH:13][CH:14]=[CH:15][C:9]=2[CH:8]=1. Given the product [CH3:6][C:7]1[S:11][C:10]2[CH:12]=[CH:13][CH:14]=[CH:15][C:9]=2[C:8]=1[S:1]([Cl:5])(=[O:3])=[O:2], predict the reactants needed to synthesize it.